From a dataset of Reaction yield outcomes from USPTO patents with 853,638 reactions. Predict the reaction yield, written as a fraction of the theoretical maximum amount of product (1.0 means a 100% yield; for example, 0.34 means a 34% yield). (1) The reactants are [C:1]1([CH2:7][N:8]2[CH2:13][CH2:12][N:11]([CH2:14][C:15]3[CH:20]=[CH:19][CH:18]=[CH:17][CH:16]=3)[CH2:10][CH:9]2[C:21](N(OC)C)=[O:22])[CH:6]=[CH:5][CH:4]=[CH:3][CH:2]=1.[C:27]1([Mg]Br)[CH:32]=[CH:31][CH:30]=[CH:29][CH:28]=1.[Cl-:35].[NH4+]. The catalyst is O1CCCC1. The product is [ClH:35].[ClH:35].[C:21]([CH:9]1[CH2:10][N:11]([CH2:14][C:15]2[CH:20]=[CH:19][CH:18]=[CH:17][CH:16]=2)[CH2:12][CH2:13][N:8]1[CH2:7][C:1]1[CH:6]=[CH:5][CH:4]=[CH:3][CH:2]=1)(=[O:22])[C:27]1[CH:32]=[CH:31][CH:30]=[CH:29][CH:28]=1. The yield is 0.510. (2) The reactants are [OH:1][C:2]1[CH:3]=[C:4]2[C:9](=[CH:10][CH:11]=1)[CH:8]=[C:7]([C@:12]1([CH3:18])[CH2:16][O:15][C:14](=[O:17])[NH:13]1)[CH:6]=[CH:5]2.O1CCCC1.[C:24]([C@H:28]1[CH2:33][CH2:32][C@H:31](O)[CH2:30][CH2:29]1)([CH3:27])([CH3:26])[CH3:25].C1(P(C2C=CC=CC=2)C2C=CC=CC=2)C=CC=CC=1.N(C(OC(C)C)=O)=NC(OC(C)C)=O. No catalyst specified. The product is [C:24]([C@@H:28]1[CH2:33][CH2:32][C@H:31]([O:1][C:2]2[CH:3]=[C:4]3[C:9](=[CH:10][CH:11]=2)[CH:8]=[C:7]([C@:12]2([CH3:18])[CH2:16][O:15][C:14](=[O:17])[NH:13]2)[CH:6]=[CH:5]3)[CH2:30][CH2:29]1)([CH3:27])([CH3:26])[CH3:25]. The yield is 0.490.